Dataset: Full USPTO retrosynthesis dataset with 1.9M reactions from patents (1976-2016). Task: Predict the reactants needed to synthesize the given product. (1) The reactants are: [NH2:1][C:2]1[C:3]([C:8]([OH:10])=[O:9])=[N:4][CH:5]=[CH:6][CH:7]=1.OS(O)(=O)=O.[CH3:16]O. Given the product [NH2:1][C:2]1[C:3]([C:8]([O:10][CH3:16])=[O:9])=[N:4][CH:5]=[CH:6][CH:7]=1, predict the reactants needed to synthesize it. (2) The reactants are: C([O:4][C@@H:5]1[C@@H:10]([O:11]C(=O)C)[C@H:9]([O:15]C(=O)C)[C@@H:8]([CH2:19][O:20]C(=O)C)[O:7][C@H:6]1[O:24][C:25]1[C:29]([CH2:30][C:31]2[CH:36]=[CH:35][C:34]([O:37][CH2:38][CH2:39][NH2:40])=[CH:33][C:32]=2[CH3:41])=[C:28]([CH:42]([CH3:44])[CH3:43])[NH:27][N:26]=1)(=O)C.[NH2:45][C:46]([CH3:50])([CH3:49])[CH2:47][OH:48].NCCN1CC[O:57][CH2:56]C1. Given the product [C@@H:6]1([O:24][C:25]2[C:29]([CH2:30][C:31]3[CH:36]=[CH:35][C:34]([O:37][CH2:38][CH2:39][NH:40][C:56]([NH:45][C:46]([CH3:50])([CH3:49])[CH2:47][OH:48])=[O:57])=[CH:33][C:32]=3[CH3:41])=[C:28]([CH:42]([CH3:43])[CH3:44])[NH:27][N:26]=2)[O:7][C@H:8]([CH2:19][OH:20])[C@@H:9]([OH:15])[C@H:10]([OH:11])[C@H:5]1[OH:4], predict the reactants needed to synthesize it. (3) Given the product [Cl:5][C:6]1[CH:11]=[CH:10][CH:9]=[C:8]([Cl:12])[C:7]=1[N:13]1[C:22]2[C:17](=[C:18]([C:25]3[CH:30]=[CH:29][C:28]([F:31])=[CH:27][C:26]=3[F:32])[CH:19]=[C:20]([OH:23])[CH:21]=2)[CH2:16][NH:15][C:14]1=[O:33], predict the reactants needed to synthesize it. The reactants are: B(Br)(Br)Br.[Cl:5][C:6]1[CH:11]=[CH:10][CH:9]=[C:8]([Cl:12])[C:7]=1[N:13]1[C:22]2[C:17](=[C:18]([C:25]3[CH:30]=[CH:29][C:28]([F:31])=[CH:27][C:26]=3[F:32])[CH:19]=[C:20]([O:23]C)[CH:21]=2)[CH2:16][NH:15][C:14]1=[O:33]. (4) Given the product [O:1]1[CH:6]([CH2:7][N:8]2[CH2:9][CH2:10][C:11]3([N:15]([C:16]4[CH:17]=[CH:18][CH:19]=[CH:20][CH:21]=4)[CH2:14][N:13]([CH2:22][C:23]4[CH:24]=[C:25]([CH:33]=[CH:34][CH:35]=4)[C:26]([OH:28])=[O:27])[C:12]3=[O:36])[CH2:37][CH2:38]2)[CH2:5][O:4][C:3]2[CH:39]=[CH:40][CH:41]=[CH:42][C:2]1=2, predict the reactants needed to synthesize it. The reactants are: [O:1]1[CH:6]([CH2:7][N:8]2[CH2:38][CH2:37][C:11]3([N:15]([C:16]4[CH:21]=[CH:20][CH:19]=[CH:18][CH:17]=4)[CH2:14][N:13]([CH2:22][C:23]4[CH:24]=[C:25]([CH:33]=[CH:34][CH:35]=4)[C:26]([O:28]C(C)(C)C)=[O:27])[C:12]3=[O:36])[CH2:10][CH2:9]2)[CH2:5][O:4][C:3]2[CH:39]=[CH:40][CH:41]=[CH:42][C:2]1=2.Cl. (5) Given the product [Cl:25][C:20]1[CH:19]=[C:18]([NH:17][C:16]2[C:11]3[C:10]4[CH2:27][CH2:28][N:7]([C:5](=[O:6])/[CH:4]=[CH:3]/[CH2:2][N:42]5[CH2:43][CH2:44][CH2:45][O:39][CH2:40][CH2:41]5)[CH2:8][C:9]=4[S:26][C:12]=3[N:13]=[CH:14][N:15]=2)[CH:23]=[CH:22][C:21]=1[Cl:24], predict the reactants needed to synthesize it. The reactants are: Cl[CH2:2]/[CH:3]=[CH:4]/[C:5]([N:7]1[CH2:28][CH2:27][C:10]2[C:11]3[C:16]([NH:17][C:18]4[CH:23]=[CH:22][C:21]([Cl:24])=[C:20]([Cl:25])[CH:19]=4)=[N:15][CH:14]=[N:13][C:12]=3[S:26][C:9]=2[CH2:8]1)=[O:6].CCN(C(C)C)C(C)C.Cl.[O:39]1[CH2:45][CH2:44][CH2:43][NH:42][CH2:41][CH2:40]1. (6) Given the product [CH3:13][N:5]1[C:6]([N:8]2[CH2:12][CH2:11][CH2:10][CH2:9]2)=[N:7][C:3]([CH:2]=[O:16])=[N:4]1, predict the reactants needed to synthesize it. The reactants are: Cl[CH:2](Cl)[C:3]1[N:7]=[C:6]([N:8]2[CH2:12][CH2:11][CH2:10][CH2:9]2)[N:5]([CH3:13])[N:4]=1.C([O-])([O-])=[O:16].[Na+].[Na+].O. (7) Given the product [CH3:1][CH:2]1[CH2:7][CH2:6][C:5]2[N:18]([C:19]3[CH:27]=[CH:26][C:22]([C:23]([OH:25])=[O:24])=[CH:21][CH:20]=3)[C:10]([C:11]3[CH:12]=[N:13][CH:14]=[CH:15][CH:16]=3)=[CH:9][C:4]=2[CH2:3]1, predict the reactants needed to synthesize it. The reactants are: [CH3:1][CH:2]1[CH2:7][CH2:6][C:5](=O)[CH:4]([CH2:9][C:10](=O)[C:11]2[CH:12]=[N:13][CH:14]=[CH:15][CH:16]=2)[CH2:3]1.[NH2:18][C:19]1[CH:27]=[CH:26][C:22]([C:23]([OH:25])=[O:24])=[CH:21][CH:20]=1. (8) Given the product [C:1]([NH:4][C:5]1[CH:6]=[CH:7][C:8]([C:9]([NH:4][C:5]2[CH:6]=[C:7]3[C:28](=[O:29])[NH:27][N:16]=[CH:17][C:18]4=[CH:19][NH:20][C:21]([CH:13]=2)=[C:8]34)=[O:11])=[CH:12][CH:13]=1)(=[O:3])[CH3:2], predict the reactants needed to synthesize it. The reactants are: [C:1]([NH:4][C:5]1[CH:13]=[CH:12][C:8]([C:9]([OH:11])=O)=[CH:7][CH:6]=1)(=[O:3])[CH3:2].Cl.C[N:16](C)[CH2:17][CH2:18][CH2:19][N:20]=[C:21]=NCC.C[N:27](C)[CH:28]=[O:29]. (9) Given the product [F:18][C:17]1[C:12]([NH2:11])=[N:13][C:14]([NH:19][C:20]2[CH:21]=[CH:22][C:23]([CH2:41][OH:42])=[CH:24][CH:25]=2)=[N:15][CH:16]=1, predict the reactants needed to synthesize it. The reactants are: C1COC2C=CC([NH:11][C:12]3[C:17]([F:18])=[CH:16][N:15]=[C:14]([NH:19][C:20]4[CH:25]=[CH:24][CH:23]=[C:22](O)[CH:21]=4)[N:13]=3)=CC=2O1.ClC1N=C(NC2C=CC([CH2:41][OH:42])=CC=2)C(F)=CN=1.C1COC2C=CC(N)=CC=2O1. (10) Given the product [CH3:18][S:19]([O:6][CH2:5][CH2:4][C:3]1[CH:7]=[CH:8][CH:9]=[CH:10][C:2]=1[CH3:1])(=[O:21])=[O:20], predict the reactants needed to synthesize it. The reactants are: [CH3:1][C:2]1[CH:10]=[CH:9][CH:8]=[CH:7][C:3]=1[CH2:4][CH2:5][OH:6].C(N(CC)CC)C.[CH3:18][S:19](Cl)(=[O:21])=[O:20].O.